Task: Regression. Given a peptide amino acid sequence and an MHC pseudo amino acid sequence, predict their binding affinity value. This is MHC class I binding data.. Dataset: Peptide-MHC class I binding affinity with 185,985 pairs from IEDB/IMGT (1) The peptide sequence is PIQKETWDTW. The MHC is HLA-B42:01 with pseudo-sequence HLA-B42:01. The binding affinity (normalized) is 0.351. (2) The MHC is HLA-A11:01 with pseudo-sequence HLA-A11:01. The peptide sequence is VTSSGVIYK. The binding affinity (normalized) is 0.422.